Dataset: Catalyst prediction with 721,799 reactions and 888 catalyst types from USPTO. Task: Predict which catalyst facilitates the given reaction. (1) Reactant: [CH:1]([C:3]1[C:12]2[C:6]([CH:7]=[CH:8][CH:9]=[CH:10][CH:11]=2)=[CH:5][CH:4]=1)=O.[NH:13]1[C:21]2[C:16](=[CH:17][CH:18]=[CH:19][CH:20]=2)[CH2:15][C:14]1=[O:22].N1CCCC1. Product: [C:3]1([CH:1]=[C:15]2[C:16]3[C:21](=[CH:20][CH:19]=[CH:18][CH:17]=3)[NH:13][C:14]2=[O:22])[C:12]2[C:6]([CH:7]=[CH:8][CH:9]=[CH:10][CH:11]=2)=[CH:5][CH:4]=1. The catalyst class is: 8. (2) Reactant: [CH2:1]([O:3][C:4]([C:6]1[C:12]2[NH:13][C:14]3[CH:15]=[CH:16][CH:17]=[CH:18][C:19]=3[C:11]=2[CH:10](O)[CH2:9][N:8]([C:21](=[O:29])[C:22]2[CH:27]=[CH:26][C:25]([F:28])=[CH:24][CH:23]=2)[CH:7]=1)=[O:5])[CH3:2].FC(F)(F)S(OS(C(F)(F)F)(=O)=O)(=O)=O.[CH2:45]([SH:47])[CH3:46].O. Product: [CH2:1]([O:3][C:4]([C:6]1[C:12]2[NH:13][C:14]3[CH:15]=[CH:16][CH:17]=[CH:18][C:19]=3[C:11]=2[CH:10]([S:47][CH2:45][CH3:46])[CH2:9][N:8]([C:21](=[O:29])[C:22]2[CH:27]=[CH:26][C:25]([F:28])=[CH:24][CH:23]=2)[CH:7]=1)=[O:5])[CH3:2]. The catalyst class is: 2. (3) Reactant: C(C1NC=CN=1)(C1[NH:4]C=CN=1)=O.[Si:13]([O:20][CH2:21][CH:22]=[C:23]1[C:28]2[CH:29]=[C:30]([C:32](O)=[O:33])[S:31][C:27]=2[CH2:26][CH2:25][C:24]1([F:36])[F:35])([C:16]([CH3:19])([CH3:18])[CH3:17])([CH3:15])[CH3:14].N.O1CCOCC1. Product: [Si:13]([O:20][CH2:21][CH:22]=[C:23]1[C:28]2[CH:29]=[C:30]([C:32]([NH2:4])=[O:33])[S:31][C:27]=2[CH2:26][CH2:25][C:24]1([F:36])[F:35])([C:16]([CH3:19])([CH3:18])[CH3:17])([CH3:15])[CH3:14]. The catalyst class is: 7. (4) Reactant: C(N(CC)C(C)C)(C)C.[NH2:10][CH:11]([C:14]1[N:15]([C:24]2[CH:29]=[CH:28][CH:27]=[CH:26][CH:25]=2)[C:16](=[O:23])[C:17]2[S:22][CH:21]=[CH:20][C:18]=2[N:19]=1)[CH2:12][CH3:13].Cl[C:31]1[N:39]=[C:38]([F:40])[N:37]=[C:36]2[C:32]=1[N:33]=[CH:34][N:35]2[CH:41]1[CH2:46][CH2:45][CH2:44][CH2:43][O:42]1. Product: [F:40][C:38]1[N:37]=[C:36]2[C:32]([N:33]=[CH:34][N:35]2[CH:41]2[CH2:46][CH2:45][CH2:44][CH2:43][O:42]2)=[C:31]([NH:10][CH:11]([C:14]2[N:15]([C:24]3[CH:29]=[CH:28][CH:27]=[CH:26][CH:25]=3)[C:16](=[O:23])[C:17]3[S:22][CH:21]=[CH:20][C:18]=3[N:19]=2)[CH2:12][CH3:13])[N:39]=1. The catalyst class is: 8. (5) Reactant: [Cl:1][C:2]1[NH:3][C:4](=[O:20])[C:5]2[N:6]([CH2:11][C:12]3[CH:17]=[CH:16][C:15]([O:18][CH3:19])=[CH:14][CH:13]=3)[CH:7]=[N:8][C:9]=2[N:10]=1.[H-].[Na+].Cl[CH2:24][C:25]#[N:26]. Product: [Cl:1][C:2]1[N:3]([CH2:24][C:25]#[N:26])[C:4](=[O:20])[C:5]2[N:6]([CH2:11][C:12]3[CH:17]=[CH:16][C:15]([O:18][CH3:19])=[CH:14][CH:13]=3)[CH:7]=[N:8][C:9]=2[N:10]=1. The catalyst class is: 3. (6) Reactant: [Cl:1][C:2]1[CH:9]=[CH:8][C:5]([CH:6]=O)=[CH:4][CH:3]=1.[CH2:10]([NH2:13])[CH:11]=[CH2:12].[BH4-].[Na+]. Product: [Cl:1][C:2]1[CH:9]=[CH:8][C:5]([CH2:6][NH:13][CH2:10][CH:11]=[CH2:12])=[CH:4][CH:3]=1. The catalyst class is: 5. (7) Reactant: [Cl:1][C:2]1[CH:3]=[C:4]([NH:9][C:10]([C:12]2[C:13](/[CH:17]=[CH:18]/[C:19]([O:21][CH2:22][CH3:23])=[O:20])=[N:14][O:15][N:16]=2)=[O:11])[CH:5]=[CH:6][C:7]=1[F:8].C(OCC)(=O)C. The catalyst class is: 45. Product: [Cl:1][C:2]1[CH:3]=[C:4]([NH:9][C:10]([C:12]2[C:13]([CH2:17][CH2:18][C:19]([O:21][CH2:22][CH3:23])=[O:20])=[N:14][O:15][N:16]=2)=[O:11])[CH:5]=[CH:6][C:7]=1[F:8].